From a dataset of Reaction yield outcomes from USPTO patents with 853,638 reactions. Predict the reaction yield, written as a fraction of the theoretical maximum amount of product (1.0 means a 100% yield; for example, 0.34 means a 34% yield). (1) The reactants are [CH3:1][C:2]1([C:5]2[CH:10]=[CH:9][CH:8]=[CH:7][C:6]=2[OH:11])[CH2:4][CH2:3]1.[CH2:12]=[O:13].[Mg+2].[Cl-].[Cl-]. The catalyst is CC#N. The product is [OH:11][C:6]1[C:5]([C:2]2([CH3:1])[CH2:4][CH2:3]2)=[CH:10][CH:9]=[CH:8][C:7]=1[CH:12]=[O:13]. The yield is 0.580. (2) The reactants are [CH3:1][N:2]([CH3:31])[CH2:3][C:4]([NH:6][C:7]1[CH:8]=[C:9]([C:13]2[C:21]3[C:16](=[CH:17][CH:18]=[C:19]([C:22]([NH2:24])=[O:23])[CH:20]=3)[N:15](C3CCCCO3)[N:14]=2)[CH:10]=[CH:11][CH:12]=1)=[O:5]. The catalyst is C1(C)C=CC=CC=1. The product is [CH3:1][N:2]([CH3:31])[CH2:3][C:4]([NH:6][C:7]1[CH:8]=[C:9]([C:13]2[C:21]3[C:16](=[CH:17][CH:18]=[C:19]([C:22]([NH2:24])=[O:23])[CH:20]=3)[NH:15][N:14]=2)[CH:10]=[CH:11][CH:12]=1)=[O:5]. The yield is 0.135.